This data is from Full USPTO retrosynthesis dataset with 1.9M reactions from patents (1976-2016). The task is: Predict the reactants needed to synthesize the given product. Given the product [Br:1][C:2]1[CH:3]=[C:4]([CH:15]=[C:16]([Cl:18])[CH:17]=1)[O:5][C:6]1[C:7]2[N:14]=[N:19][NH:13][C:8]=2[CH:9]=[CH:10][C:11]=1[Cl:12], predict the reactants needed to synthesize it. The reactants are: [Br:1][C:2]1[CH:3]=[C:4]([CH:15]=[C:16]([Cl:18])[CH:17]=1)[O:5][C:6]1[C:11]([Cl:12])=[CH:10][CH:9]=[C:8]([NH2:13])[C:7]=1[NH2:14].[N:19]([O-])=O.[Na+].